Dataset: Rat liver microsome stability data. Task: Regression/Classification. Given a drug SMILES string, predict its absorption, distribution, metabolism, or excretion properties. Task type varies by dataset: regression for continuous measurements (e.g., permeability, clearance, half-life) or binary classification for categorical outcomes (e.g., BBB penetration, CYP inhibition). Dataset: rlm. (1) The drug is COC(=O)Nc1ccc2c(c1)NC(=O)[C@H](C)CCC[C@H](N1CCC(c3c(F)ccc(Cl)c3F)NC1=O)c1cc-2ccn1. The result is 0 (unstable in rat liver microsomes). (2) The molecule is COc1ccc2nc(C)cc(Nc3ccc(Cl)c(Cl)c3)c2c1. The result is 1 (stable in rat liver microsomes). (3) The compound is CCOc1cc(=O)n2c(c1C(=O)Nc1cc(OC)c(Cl)cc1OC)CCCC2. The result is 0 (unstable in rat liver microsomes). (4) The compound is O=S(=O)(Nc1ccc(C2CCNCC2)cc1)c1ccc(NCc2ccc(Br)cc2O)cc1. The result is 0 (unstable in rat liver microsomes). (5) The result is 1 (stable in rat liver microsomes). The molecule is COc1ccc(/C=C2\Oc3cc(OC)ccc3C2=O)cc1. (6) The molecule is CN(C)CCN1C(=O)c2cccc3cc(N)cc(c23)C1=O. The result is 0 (unstable in rat liver microsomes). (7) The molecule is Cc1ccc(Oc2ccc(N(C[C@H](NC(C)C)C(=O)NO)S(C)(=O)=O)cc2)cc1. The result is 1 (stable in rat liver microsomes).